Dataset: Forward reaction prediction with 1.9M reactions from USPTO patents (1976-2016). Task: Predict the product of the given reaction. (1) Given the reactants [Br:1][C:2]1[CH:7]=[C:6]([F:8])[CH:5]=[C:4]([Br:9])[C:3]=1[OH:10].[C:11](=O)([O-])[O-].[K+].[K+].CI, predict the reaction product. The product is: [Br:1][C:2]1[CH:7]=[C:6]([F:8])[CH:5]=[C:4]([Br:9])[C:3]=1[O:10][CH3:11]. (2) The product is: [Cl:13][CH2:12][C@@H:11]([CH3:14])[CH2:10][O:8][C:3]1[CH:4]=[CH:5][CH:6]=[CH:7][C:2]=1[Br:1]. Given the reactants [Br:1][C:2]1[CH:7]=[CH:6][CH:5]=[CH:4][C:3]=1[OH:8].Br[CH2:10][C@H:11]([CH3:14])[CH2:12][Cl:13], predict the reaction product. (3) Given the reactants [Br:1][C:2]1[CH:3]=[C:4]2[C:9](=[CH:10][CH:11]=1)[N:8]=[CH:7][C:6]([C:12]([CH:14]1[CH2:16][CH2:15]1)=[O:13])=[C:5]2Cl.[NH2:18][C:19]1[CH:20]=[CH:21][C:22]([O:25][CH2:26][CH2:27][NH:28][C:29](=[O:35])[O:30][C:31]([CH3:34])([CH3:33])[CH3:32])=[N:23][CH:24]=1, predict the reaction product. The product is: [Br:1][C:2]1[CH:3]=[C:4]2[C:9](=[CH:10][CH:11]=1)[N:8]=[CH:7][C:6]([C:12]([CH:14]1[CH2:16][CH2:15]1)=[O:13])=[C:5]2[NH:18][C:19]1[CH:20]=[CH:21][C:22]([O:25][CH2:26][CH2:27][NH:28][C:29](=[O:35])[O:30][C:31]([CH3:33])([CH3:32])[CH3:34])=[N:23][CH:24]=1. (4) Given the reactants [NH2:1][C:2]1[N:7]=[C:6]([N:8]2[CH2:13][CH2:12][CH2:11][C@H:10]([C:14](O)=[O:15])[CH2:9]2)[CH:5]=[C:4]([C:17]2[CH:22]=[CH:21][C:20]([C:23]#[N:24])=[C:19]([F:25])[CH:18]=2)[N:3]=1.C(Cl)CCl.C1C=CC2N(O)N=NC=2C=1.[NH2:40][C:41]1[CH:46]=[CH:45][CH:44]=[C:43]([CH3:47])[CH:42]=1, predict the reaction product. The product is: [NH2:1][C:2]1[N:7]=[C:6]([N:8]2[CH2:13][CH2:12][CH2:11][C@H:10]([C:14]([NH:40][C:41]3[CH:46]=[CH:45][CH:44]=[C:43]([CH3:47])[CH:42]=3)=[O:15])[CH2:9]2)[CH:5]=[C:4]([C:17]2[CH:22]=[CH:21][C:20]([C:23]#[N:24])=[C:19]([F:25])[CH:18]=2)[N:3]=1. (5) Given the reactants [CH2:1]([O:8][C:9]1[CH:10]=[CH:11][C:12]([C:15]2[N:19]([C:20]3[CH:21]=[N:22][C:23]([O:26][CH3:27])=[CH:24][CH:25]=3)[N:18]=[C:17]([C:28](O)=[O:29])[CH:16]=2)=[N:13][CH:14]=1)[C:2]1[CH:7]=[CH:6][CH:5]=[CH:4][CH:3]=1.[CH2:31]([NH:33][CH3:34])[CH3:32], predict the reaction product. The product is: [CH2:31]([N:33]([CH3:34])[C:28]([C:17]1[CH:16]=[C:15]([C:12]2[CH:11]=[CH:10][C:9]([O:8][CH2:1][C:2]3[CH:7]=[CH:6][CH:5]=[CH:4][CH:3]=3)=[CH:14][N:13]=2)[N:19]([C:20]2[CH:21]=[N:22][C:23]([O:26][CH3:27])=[CH:24][CH:25]=2)[N:18]=1)=[O:29])[CH3:32]. (6) The product is: [CH2:16]([O:15][C:13](=[O:14])[CH:12]([C:2]1[CH:10]=[N:9][CH:8]=[CH:7][C:3]=1[C:4]([OH:6])=[O:5])[C:11]([O:19][CH2:20][CH3:21])=[O:18])[CH3:17]. Given the reactants Br[C:2]1[CH:10]=[N:9][CH:8]=[CH:7][C:3]=1[C:4]([OH:6])=[O:5].[C:11]([O:19][CH2:20][CH3:21])(=[O:18])[CH2:12][C:13]([O:15][CH2:16][CH3:17])=[O:14].[H-].[Na+], predict the reaction product.